Dataset: NCI-60 drug combinations with 297,098 pairs across 59 cell lines. Task: Regression. Given two drug SMILES strings and cell line genomic features, predict the synergy score measuring deviation from expected non-interaction effect. (1) Drug 1: CC(CN1CC(=O)NC(=O)C1)N2CC(=O)NC(=O)C2. Drug 2: C1CCC(C(C1)N)N.C(=O)(C(=O)[O-])[O-].[Pt+4]. Cell line: CAKI-1. Synergy scores: CSS=32.8, Synergy_ZIP=-13.4, Synergy_Bliss=-6.84, Synergy_Loewe=-1.89, Synergy_HSA=0.436. (2) Drug 1: CCCCC(=O)OCC(=O)C1(CC(C2=C(C1)C(=C3C(=C2O)C(=O)C4=C(C3=O)C=CC=C4OC)O)OC5CC(C(C(O5)C)O)NC(=O)C(F)(F)F)O. Drug 2: C1=CC=C(C=C1)NC(=O)CCCCCCC(=O)NO. Cell line: HCC-2998. Synergy scores: CSS=88.4, Synergy_ZIP=20.4, Synergy_Bliss=22.9, Synergy_Loewe=24.1, Synergy_HSA=25.5. (3) Drug 1: CC1OCC2C(O1)C(C(C(O2)OC3C4COC(=O)C4C(C5=CC6=C(C=C35)OCO6)C7=CC(=C(C(=C7)OC)O)OC)O)O. Drug 2: CC(C)NC(=O)C1=CC=C(C=C1)CNNC.Cl. Cell line: RXF 393. Synergy scores: CSS=22.9, Synergy_ZIP=0.681, Synergy_Bliss=3.49, Synergy_Loewe=-12.1, Synergy_HSA=2.18. (4) Drug 1: CCCCCOC(=O)NC1=NC(=O)N(C=C1F)C2C(C(C(O2)C)O)O. Drug 2: C(CC(=O)O)C(=O)CN.Cl. Cell line: NCIH23. Synergy scores: CSS=-2.18, Synergy_ZIP=0.308, Synergy_Bliss=-1.59, Synergy_Loewe=-9.65, Synergy_HSA=-9.23.